From a dataset of Peptide-MHC class II binding affinity with 134,281 pairs from IEDB. Regression. Given a peptide amino acid sequence and an MHC pseudo amino acid sequence, predict their binding affinity value. This is MHC class II binding data. (1) The peptide sequence is AMTKGEGGVW. The MHC is DRB1_0301 with pseudo-sequence DRB1_0301. The binding affinity (normalized) is 0. (2) The peptide sequence is YTIDCDGSILGAAVND. The MHC is HLA-DQA10102-DQB10501 with pseudo-sequence HLA-DQA10102-DQB10501. The binding affinity (normalized) is 0.763. (3) The peptide sequence is AIPLDSNVHIRALPNAPNGY. The MHC is DRB1_0401 with pseudo-sequence DRB1_0401. The binding affinity (normalized) is 0.261. (4) The peptide sequence is GPTHLFQPSLVNDMAK. The MHC is H-2-IAb with pseudo-sequence H-2-IAb. The binding affinity (normalized) is 0.493. (5) The peptide sequence is AFNVAATAANAAPAN. The MHC is DRB1_0401 with pseudo-sequence DRB1_0401. The binding affinity (normalized) is 0.586. (6) The peptide sequence is PLYRYLGGSFSHVL. The MHC is HLA-DPA10201-DPB10101 with pseudo-sequence HLA-DPA10201-DPB10101. The binding affinity (normalized) is 0.788.